From a dataset of Forward reaction prediction with 1.9M reactions from USPTO patents (1976-2016). Predict the product of the given reaction. (1) The product is: [NH2:1][C:2]1[N:7]=[C:6]([NH:31][C:27]([CH3:30])([CH3:29])[CH3:28])[C:5]([C:11]2[CH:12]=[CH:13][C:14](=[O:20])[N:15]([CH:17]([CH3:19])[CH3:18])[N:16]=2)=[C:4]([C:21]2[CH:26]=[CH:25][CH:24]=[CH:23][CH:22]=2)[N:3]=1. Given the reactants [NH2:1][C:2]1[N:7]=[C:6](S(C)=O)[C:5]([C:11]2[CH:12]=[CH:13][C:14](=[O:20])[N:15]([CH:17]([CH3:19])[CH3:18])[N:16]=2)=[C:4]([C:21]2[CH:26]=[CH:25][CH:24]=[CH:23][CH:22]=2)[N:3]=1.[C:27]([NH2:31])([CH3:30])([CH3:29])[CH3:28], predict the reaction product. (2) Given the reactants [Si:1]([O:8][C@@H:9]1[C@@:29]2([CH3:30])[C:13](=[CH:14][CH:15]=[C:16]3[C@@H:28]2[CH2:27][CH2:26][C@@:25]2([CH3:31])[C@H:17]3[CH2:18][CH:19]=[C:20]2[C:21]([OH:24])([CH3:23])[CH3:22])[CH2:12][C@@H:11]([O:32][Si:33]([C:36]([CH3:39])([CH3:38])[CH3:37])([CH3:35])[CH3:34])[CH2:10]1)([C:4]([CH3:7])([CH3:6])[CH3:5])([CH3:3])[CH3:2].Br/[CH:41]=[CH:42]/[CH2:43][C:44]([CH2:55][CH3:56])([O:47][Si:48]([CH2:53][CH3:54])([CH2:51][CH3:52])[CH2:49][CH3:50])[CH2:45][CH3:46].[H-].[Na+].C1OCCOCCOCCOCCOC1, predict the reaction product. The product is: [Si:1]([O:8][C@@H:9]1[C@@:29]2([CH3:30])[C:13](=[CH:14][CH:15]=[C:16]3[C@@H:28]2[CH2:27][CH2:26][C@@:25]2([CH3:31])[C@H:17]3[CH2:18][CH:19]=[C:20]2[C:21]([O:24]/[CH:41]=[CH:42]/[CH2:43][C:44]([CH2:55][CH3:56])([O:47][Si:48]([CH2:53][CH3:54])([CH2:49][CH3:50])[CH2:51][CH3:52])[CH2:45][CH3:46])([CH3:23])[CH3:22])[CH2:12][C@@H:11]([O:32][Si:33]([C:36]([CH3:39])([CH3:38])[CH3:37])([CH3:34])[CH3:35])[CH2:10]1)([C:4]([CH3:7])([CH3:6])[CH3:5])([CH3:3])[CH3:2]. (3) Given the reactants Cl.[N:2]1[CH:7]=[CH:6][CH:5]=[C:4]([S:8](Cl)(=[O:10])=[O:9])[CH:3]=1.[NH2:12][C:13]1[CH:14]=[CH:15][CH:16]=[C:17]2[C:22]=1[N:21]=[CH:20][CH:19]=[CH:18]2.N1C=CC=CC=1, predict the reaction product. The product is: [N:21]1[C:22]2[C:17](=[CH:16][CH:15]=[CH:14][C:13]=2[NH:12][S:8]([C:4]2[CH:3]=[N:2][CH:7]=[CH:6][CH:5]=2)(=[O:10])=[O:9])[CH:18]=[CH:19][CH:20]=1. (4) The product is: [C:8]([C:5]1[CH:6]=[CH:7][C:2]([NH:12][C:13]2[CH:18]=[CH:17][CH:16]=[CH:15][CH:14]=2)=[CH:3][CH:4]=1)([CH3:11])([CH3:10])[CH3:9]. Given the reactants Br[C:2]1[CH:7]=[CH:6][C:5]([C:8]([CH3:11])([CH3:10])[CH3:9])=[CH:4][CH:3]=1.[NH2:12][C:13]1[CH:18]=[CH:17][CH:16]=[CH:15][CH:14]=1.CC([O-])(C)C.[Na+], predict the reaction product.